Dataset: Peptide-MHC class II binding affinity with 134,281 pairs from IEDB. Task: Regression. Given a peptide amino acid sequence and an MHC pseudo amino acid sequence, predict their binding affinity value. This is MHC class II binding data. (1) The peptide sequence is KVFIDTIPNIMFFST. The MHC is DRB1_1201 with pseudo-sequence DRB1_1201. The binding affinity (normalized) is 0.750. (2) The peptide sequence is DVCGMFTNRSGSQQWR. The MHC is DRB3_0202 with pseudo-sequence DRB3_0202. The binding affinity (normalized) is 0.338. (3) The peptide sequence is AFKVAATCANAAPAN. The MHC is HLA-DPA10103-DPB10301 with pseudo-sequence HLA-DPA10103-DPB10301. The binding affinity (normalized) is 0.509. (4) The peptide sequence is EVFFQRLGIASGRARY. The MHC is DRB1_0901 with pseudo-sequence DRB1_0901. The binding affinity (normalized) is 0.432. (5) The peptide sequence is EKKYFHATQFEPLAA. The MHC is HLA-DPA10201-DPB10501 with pseudo-sequence HLA-DPA10201-DPB10501. The binding affinity (normalized) is 0.606. (6) The peptide sequence is ISGYNFSLSAAVKAG. The MHC is DRB1_0701 with pseudo-sequence DRB1_0701. The binding affinity (normalized) is 0.965. (7) The peptide sequence is KDILEDERAAVDTYI. The MHC is HLA-DQA10401-DQB10402 with pseudo-sequence HLA-DQA10401-DQB10402. The binding affinity (normalized) is 0.363. (8) The binding affinity (normalized) is 0.588. The peptide sequence is QPFLGLCAFLATRIFK. The MHC is HLA-DQA10501-DQB10402 with pseudo-sequence HLA-DQA10501-DQB10402. (9) The peptide sequence is TNMITLLVKLALITV. The MHC is DRB1_0802 with pseudo-sequence DRB1_0802. The binding affinity (normalized) is 0.397. (10) The peptide sequence is STTENVVNLSNYEDA. The MHC is DRB1_0301 with pseudo-sequence DRB1_0301. The binding affinity (normalized) is 0.193.